This data is from Peptide-MHC class I binding affinity with 185,985 pairs from IEDB/IMGT. The task is: Regression. Given a peptide amino acid sequence and an MHC pseudo amino acid sequence, predict their binding affinity value. This is MHC class I binding data. (1) The peptide sequence is ATLAFHLTSR. The MHC is HLA-A68:01 with pseudo-sequence HLA-A68:01. The binding affinity (normalized) is 0.637. (2) The peptide sequence is EQWWTDYW. The MHC is Mamu-B3901 with pseudo-sequence Mamu-B3901. The binding affinity (normalized) is 0.0549. (3) The peptide sequence is TVDVRNIVT. The MHC is HLA-A02:02 with pseudo-sequence HLA-A02:02. The binding affinity (normalized) is 0.122. (4) The peptide sequence is KTKEVYQEF. The MHC is HLA-B58:02 with pseudo-sequence HLA-B58:02. The binding affinity (normalized) is 0.455.